Dataset: Reaction yield outcomes from USPTO patents with 853,638 reactions. Task: Predict the reaction yield, written as a fraction of the theoretical maximum amount of product (1.0 means a 100% yield; for example, 0.34 means a 34% yield). (1) The reactants are [F:1][C:2]1[C:12]([F:13])=[C:11]([F:14])[CH:10]=[CH:9][C:3]=1[NH:4][C@@H:5]([CH3:8])[CH2:6][OH:7].C(O[CH:18]=[C:19]([C:25]([O:27][CH2:28][CH3:29])=[O:26])[C:20]([O:22][CH2:23][CH3:24])=[O:21])C.C(=O)([O-])[O-].[K+].[K+]. The catalyst is [Cl-].C([N+](CCCCCC)(CCCCCC)CCCCCC)CCCCC.CC(C)=O. The product is [F:1][C:2]1[C:12]([F:13])=[C:11]([F:14])[CH:10]=[CH:9][C:3]=1[N:4]([CH:18]=[C:19]([C:20]([O:22][CH2:23][CH3:24])=[O:21])[C:25]([O:27][CH2:28][CH3:29])=[O:26])[C@@H:5]([CH3:8])[CH2:6][OH:7]. The yield is 0.840. (2) The reactants are [F:1][CH:2]([F:24])[CH2:3][O:4][C:5]1[C:6]([CH3:23])=[CH:7][C:8]([CH2:11][N:12]2C(=O)C3C(=CC=CC=3)C2=O)=[N:9][CH:10]=1.O.NN. The catalyst is CO. The product is [F:24][CH:2]([F:1])[CH2:3][O:4][C:5]1[C:6]([CH3:23])=[CH:7][C:8]([CH2:11][NH2:12])=[N:9][CH:10]=1. The yield is 0.700. (3) The reactants are C([N:8](CC1C=CC=CC=1)[CH:9]1[CH2:14][CH2:13][CH:12]([O:15][CH2:16][C:17]([O:19][C:20]([CH3:23])([CH3:22])[CH3:21])=[O:18])[CH2:11][CH2:10]1)C1C=CC=CC=1.[H][H]. The catalyst is CO.[OH-].[OH-].[Pd+2]. The product is [NH2:8][CH:9]1[CH2:14][CH2:13][CH:12]([O:15][CH2:16][C:17]([O:19][C:20]([CH3:23])([CH3:22])[CH3:21])=[O:18])[CH2:11][CH2:10]1. The yield is 0.980. (4) The reactants are [F:1][C:2]([F:45])([F:44])[CH2:3][CH2:4][C@@H:5]([C:20](=[O:43])[NH:21][CH:22]1[C:28](=[O:29])[NH:27][C:26]2[C:30]([CH2:34][OH:35])=[CH:31][CH:32]=[CH:33][C:25]=2[C:24]([C:36]2[CH:41]=[CH:40][CH:39]=[C:38]([F:42])[CH:37]=2)=[N:23]1)[C@H:6]([CH2:14][CH2:15][C:16]([F:19])([F:18])[F:17])[C:7]([O:9]C(C)(C)C)=[O:8].C(O)(C(F)(F)F)=O. The catalyst is C(Cl)Cl. The product is [F:45][C:2]([F:1])([F:44])[CH2:3][CH2:4][C@@H:5]([C:20](=[O:43])[NH:21][CH:22]1[C:28](=[O:29])[NH:27][C:26]2[C:30]([CH2:34][OH:35])=[CH:31][CH:32]=[CH:33][C:25]=2[C:24]([C:36]2[CH:41]=[CH:40][CH:39]=[C:38]([F:42])[CH:37]=2)=[N:23]1)[C@H:6]([CH2:14][CH2:15][C:16]([F:17])([F:18])[F:19])[C:7]([OH:9])=[O:8]. The yield is 0.510. (5) The reactants are [S:1]1[C:5]2[C:6]([C:10](OC)=[O:11])=[CH:7][CH:8]=[CH:9][C:4]=2[N:3]=[N:2]1.[H-].C([Al+]CC(C)C)C(C)C.[OH-].[Na+].Cl. The catalyst is O1CCCC1.CCCCCC.O. The product is [S:1]1[C:5]2[C:6]([CH2:10][OH:11])=[CH:7][CH:8]=[CH:9][C:4]=2[N:3]=[N:2]1. The yield is 0.960. (6) The reactants are [CH2:1]=O.[O:3]1[C:8]2[CH:9]=[CH:10][C:11]([CH2:13][NH:14][CH:15]3[CH2:20][CH2:19][N:18]([CH2:21][CH2:22][S:23][C:24]4[CH:33]=[N:32][C:31]5[C:26](=[CH:27][C:28]([O:34][CH3:35])=[CH:29][CH:30]=5)[N:25]=4)[CH2:17][CH2:16]3)=[CH:12][C:7]=2[O:6][CH2:5][CH2:4]1. No catalyst specified. The product is [O:3]1[C:8]2[CH:9]=[CH:10][C:11]([CH2:13][N:14]([CH:15]3[CH2:16][CH2:17][N:18]([CH2:21][CH2:22][S:23][C:24]4[CH:33]=[N:32][C:31]5[C:26](=[CH:27][C:28]([O:34][CH3:35])=[CH:29][CH:30]=5)[N:25]=4)[CH2:19][CH2:20]3)[CH3:1])=[CH:12][C:7]=2[O:6][CH2:5][CH2:4]1. The yield is 0.290. (7) The reactants are Cl.[F:2][C:3]1[C:23]([CH2:24][N:25]2[CH2:29][CH2:28][CH2:27][CH2:26]2)=[CH:22][CH:21]=[CH:20][C:4]=1[O:5][C@H:6]1[CH2:9][C@H:8]([CH2:10][N:11](C)[C:12](=O)OC(C)(C)C)[CH2:7]1. The catalyst is O1CCOCC1. The product is [F:2][C:3]1[C:23]([CH2:24][N:25]2[CH2:29][CH2:28][CH2:27][CH2:26]2)=[CH:22][CH:21]=[CH:20][C:4]=1[O:5][C@H:6]1[CH2:9][C@H:8]([CH2:10][NH:11][CH3:12])[CH2:7]1. The yield is 0.790.